The task is: Predict the reactants needed to synthesize the given product.. This data is from Full USPTO retrosynthesis dataset with 1.9M reactions from patents (1976-2016). The reactants are: [C:1]([O:5][C:6]([N:8]1[CH2:11][CH:10]([C:12](=[O:14])[CH3:13])[CH2:9]1)=[O:7])([CH3:4])([CH3:3])[CH3:2].[Li+].C[Si]([N-][Si](C)(C)C)(C)C.[F:25][C:26]([F:45])([F:44])[S:27](N(C1C=CC=CC=1)[S:27]([C:26]([F:45])([F:44])[F:25])(=[O:29])=[O:28])(=[O:29])=[O:28]. Given the product [C:1]([O:5][C:6]([N:8]1[CH2:11][CH:10]([C:12]([O:14][S:27]([C:26]([F:45])([F:44])[F:25])(=[O:29])=[O:28])=[CH2:13])[CH2:9]1)=[O:7])([CH3:4])([CH3:2])[CH3:3], predict the reactants needed to synthesize it.